This data is from Full USPTO retrosynthesis dataset with 1.9M reactions from patents (1976-2016). The task is: Predict the reactants needed to synthesize the given product. (1) Given the product [CH:1]1([CH:4]([O:6][C:7]2[C:8]([CH3:17])=[CH:9][C:10]([NH2:14])=[C:11]([CH3:13])[CH:12]=2)[CH3:5])[CH2:3][CH2:2]1, predict the reactants needed to synthesize it. The reactants are: [CH:1]1([CH:4]([O:6][C:7]2[CH:12]=[C:11]([CH3:13])[C:10]([N+:14]([O-])=O)=[CH:9][C:8]=2[CH3:17])[CH3:5])[CH2:3][CH2:2]1.C(O)(=O)C. (2) Given the product [CH3:23][Al:24]([Br:19])[CH3:26].[CH3:26][Al:24]([Br:21])[Br:19].[Br-:19].[Br-:19].[CH3:23][Al+2:24].[Br-:19].[CH3:23][Al+:24][CH3:25], predict the reactants needed to synthesize it. The reactants are: C(C1C=CC=C(C(C)(C)C)N=1)(C)(C)C.C=CC=C.[Br-:19].[Al+3].[Br-:21].[Br-].[CH3:23][Al:24]([CH3:26])[CH3:25]. (3) Given the product [CH3:26][O:25][C:4]1[CH:3]=[C:2]([NH:34][CH:31]2[CH2:32][CH2:33][N:28]([CH3:27])[CH2:29][CH2:30]2)[CH:7]=[CH:6][C:5]=1[C:8]1[O:9][C:10]([C:13]2[C:14]([C:19]3[CH:24]=[CH:23][CH:22]=[CH:21][CH:20]=3)=[N:15][O:16][C:17]=2[CH3:18])=[N:11][N:12]=1, predict the reactants needed to synthesize it. The reactants are: F[C:2]1[CH:7]=[CH:6][C:5]([C:8]2[O:9][C:10]([C:13]3[C:14]([C:19]4[CH:24]=[CH:23][CH:22]=[CH:21][CH:20]=4)=[N:15][O:16][C:17]=3[CH3:18])=[N:11][N:12]=2)=[C:4]([O:25][CH3:26])[CH:3]=1.[CH3:27][N:28]1[CH2:33][CH2:32][CH:31]([NH2:34])[CH2:30][CH2:29]1.C(N(CC)C(C)C)(C)C. (4) Given the product [C:21]([O:12][CH2:11][CH2:10][O:9][CH2:8][CH2:7][O:6][CH2:5][CH2:4][O:3][CH2:2][CH2:1][OH:13])(=[O:20])[CH2:22][CH2:23][CH2:24][CH2:15][CH2:16][CH2:17][CH2:18][CH2:19][C:19]#[C:18][C:17]#[C:16][CH2:15][CH2:19][CH2:18][CH2:17][CH2:16][CH2:15][CH2:15][CH2:16][CH2:17][CH3:18], predict the reactants needed to synthesize it. The reactants are: [CH2:1]([OH:13])[CH2:2][O:3][CH2:4][CH2:5][O:6][CH2:7][CH2:8][O:9][CH2:10][CH2:11][OH:12].N1[CH:19]=[CH:18][CH:17]=[CH:16][CH:15]=1.[O:20]1[CH2:24][CH2:23][CH2:22][CH2:21]1. (5) Given the product [Br:8][C:5]1[CH:6]=[CH:7][C:2]([S:16][CH2:15][CH2:14][CH2:13][Cl:12])=[C:3]([N+:9]([O-:11])=[O:10])[CH:4]=1, predict the reactants needed to synthesize it. The reactants are: Br[C:2]1[CH:7]=[CH:6][C:5]([Br:8])=[CH:4][C:3]=1[N+:9]([O-:11])=[O:10].[Cl:12][CH2:13][CH2:14][CH2:15][SH:16].[OH-].[K+]. (6) Given the product [NH2:1][C@H:2]([C:18]([N:20]1[CH2:39][CH2:38][CH2:37][C@H:21]1[C:22]([NH:24][C@@H:25]([C:27]([O:29][CH2:30][C:31]1[CH:36]=[CH:35][CH:34]=[CH:33][CH:32]=1)=[O:28])[CH3:26])=[O:23])=[O:19])[CH2:3][C:4]1[N:8]=[CH:7][N:6]([CH2:9][O:10][CH2:11][C:12]2[CH:17]=[CH:16][CH:15]=[CH:14][CH:13]=2)[CH:5]=1, predict the reactants needed to synthesize it. The reactants are: [NH:1](C(OC(C)(C)C)=O)[C@H:2]([C:18]([N:20]1[CH2:39][CH2:38][CH2:37][C@H:21]1[C:22]([NH:24][C@@H:25]([C:27]([O:29][CH2:30][C:31]1[CH:36]=[CH:35][CH:34]=[CH:33][CH:32]=1)=[O:28])[CH3:26])=[O:23])=[O:19])[CH2:3][C:4]1[N:8]=[CH:7][N:6]([CH2:9][O:10][CH2:11][C:12]2[CH:17]=[CH:16][CH:15]=[CH:14][CH:13]=2)[CH:5]=1.Cl.